Dataset: Peptide-MHC class I binding affinity with 185,985 pairs from IEDB/IMGT. Task: Regression. Given a peptide amino acid sequence and an MHC pseudo amino acid sequence, predict their binding affinity value. This is MHC class I binding data. (1) The peptide sequence is MMHASTSPF. The MHC is BoLA-T2b with pseudo-sequence BoLA-T2b. The binding affinity (normalized) is 0.267. (2) The peptide sequence is VPAQNAIST. The MHC is HLA-B27:05 with pseudo-sequence HLA-B27:05. The binding affinity (normalized) is 0.0847. (3) The peptide sequence is AYQPTRWFI. The MHC is HLA-B35:01 with pseudo-sequence HLA-B35:01. The binding affinity (normalized) is 0.0847. (4) The peptide sequence is KAAVDLSHFL. The MHC is HLA-A30:02 with pseudo-sequence HLA-A30:02. The binding affinity (normalized) is 0.233. (5) The peptide sequence is TTVKYPNL. The MHC is H-2-Kb with pseudo-sequence H-2-Kb. The binding affinity (normalized) is 0.654. (6) The peptide sequence is SSMTIREFPR. The MHC is HLA-A68:01 with pseudo-sequence HLA-A68:01. The binding affinity (normalized) is 1.00.